Dataset: Forward reaction prediction with 1.9M reactions from USPTO patents (1976-2016). Task: Predict the product of the given reaction. (1) Given the reactants [CH2:1]([C@H:8]([CH2:12][C:13]([O:15]C(C)(C)C)=[O:14])[C:9]([OH:11])=O)[C:2]1[CH:7]=[CH:6][CH:5]=[CH:4][CH:3]=1.[Cl:20][C:21]1[CH:26]=[CH:25][CH:24]=[CH:23][C:22]=1[C:27]1[N:28]=[C:29]([NH2:33])[S:30][C:31]=1[F:32].ClC1C=CC=CC=1C1N=C(N)SC=1, predict the reaction product. The product is: [CH2:1]([C@@H:8]([C:9]([NH:33][C:29]1[S:30][C:31]([F:32])=[C:27]([C:22]2[CH:23]=[CH:24][CH:25]=[CH:26][C:21]=2[Cl:20])[N:28]=1)=[O:11])[CH2:12][C:13]([OH:15])=[O:14])[C:2]1[CH:3]=[CH:4][CH:5]=[CH:6][CH:7]=1. (2) Given the reactants [Br-].[CH3:2][Si]([N-][Si](C)(C)C)(C)C.[Na+].[CH2:12]([O:19][C:20](=[O:37])[CH2:21][CH2:22][C:23](=O)[CH2:24][CH2:25][C:26]([O:28][CH2:29][C:30]1[CH:35]=[CH:34][CH:33]=[CH:32][CH:31]=1)=[O:27])[C:13]1[CH:18]=[CH:17][CH:16]=[CH:15][CH:14]=1, predict the reaction product. The product is: [CH2:12]([O:19][C:20](=[O:37])[CH2:21][CH2:22][C:23](=[CH2:2])[CH2:24][CH2:25][C:26]([O:28][CH2:29][C:30]1[CH:35]=[CH:34][CH:33]=[CH:32][CH:31]=1)=[O:27])[C:13]1[CH:18]=[CH:17][CH:16]=[CH:15][CH:14]=1.